This data is from NCI-60 drug combinations with 297,098 pairs across 59 cell lines. The task is: Regression. Given two drug SMILES strings and cell line genomic features, predict the synergy score measuring deviation from expected non-interaction effect. (1) Drug 1: C1=CC(=CC=C1CCCC(=O)O)N(CCCl)CCCl. Drug 2: CCC1(C2=C(COC1=O)C(=O)N3CC4=CC5=C(C=CC(=C5CN(C)C)O)N=C4C3=C2)O.Cl. Cell line: SNB-19. Synergy scores: CSS=35.3, Synergy_ZIP=0.821, Synergy_Bliss=1.57, Synergy_Loewe=-7.67, Synergy_HSA=3.80. (2) Drug 1: CC1=CC2C(CCC3(C2CCC3(C(=O)C)OC(=O)C)C)C4(C1=CC(=O)CC4)C. Drug 2: C1=NC2=C(N=C(N=C2N1C3C(C(C(O3)CO)O)O)F)N. Synergy scores: CSS=0.521, Synergy_ZIP=2.03, Synergy_Bliss=2.74, Synergy_Loewe=0.129, Synergy_HSA=-0.108. Cell line: SF-295.